Dataset: Peptide-MHC class II binding affinity with 134,281 pairs from IEDB. Task: Regression. Given a peptide amino acid sequence and an MHC pseudo amino acid sequence, predict their binding affinity value. This is MHC class II binding data. (1) The peptide sequence is PGDSLAEVELRQHGS. The MHC is HLA-DQA10301-DQB10302 with pseudo-sequence HLA-DQA10301-DQB10302. The binding affinity (normalized) is 0.562. (2) The peptide sequence is AFKVAATAAPAAPAN. The MHC is HLA-DPA10201-DPB11401 with pseudo-sequence HLA-DPA10201-DPB11401. The binding affinity (normalized) is 0.744. (3) The peptide sequence is TNIRQAGVQYSR. The MHC is DRB1_0401 with pseudo-sequence DRB1_0401. The binding affinity (normalized) is 1.00.